This data is from Forward reaction prediction with 1.9M reactions from USPTO patents (1976-2016). The task is: Predict the product of the given reaction. (1) Given the reactants Br[C:2]1[CH:3]=[C:4]2[C:9](=[CH:10][CH:11]=1)[CH2:8][CH2:7][CH2:6][CH2:5]2.[B:12]([O-])([O-:14])[O-:13].Cl.O, predict the reaction product. The product is: [CH2:8]1[C:9]2[C:4](=[CH:3][C:2]([B:12]([OH:14])[OH:13])=[CH:11][CH:10]=2)[CH2:5][CH2:6][CH2:7]1. (2) Given the reactants [Cl:1][C:2]1[CH:7]=[CH:6][C:5]([C:8]2[C:12]([CH2:13][O:14][C:15]3[CH:23]=[CH:22][C:18]([C:19]([OH:21])=O)=[CH:17][N:16]=3)=[CH:11][O:10][N:9]=2)=[CH:4][CH:3]=1.[NH2:24][CH2:25][CH2:26][CH2:27][OH:28].O.ON1C2C=CC=CC=2N=N1.C(N(C(C)C)C(C)C)C, predict the reaction product. The product is: [Cl:1][C:2]1[CH:3]=[CH:4][C:5]([C:8]2[C:12]([CH2:13][O:14][C:15]3[CH:23]=[CH:22][C:18]([C:19]([NH:24][CH2:25][CH2:26][CH2:27][OH:28])=[O:21])=[CH:17][N:16]=3)=[CH:11][O:10][N:9]=2)=[CH:6][CH:7]=1. (3) Given the reactants [Cl:1][C:2]1[CH:10]=[CH:9][C:5]([C:6](O)=[O:7])=[C:4]([F:11])[CH:3]=1.C(Cl)(=O)C(Cl)=O.[NH3:18], predict the reaction product. The product is: [Cl:1][C:2]1[CH:10]=[CH:9][C:5]([C:6]([NH2:18])=[O:7])=[C:4]([F:11])[CH:3]=1.